Dataset: Catalyst prediction with 721,799 reactions and 888 catalyst types from USPTO. Task: Predict which catalyst facilitates the given reaction. (1) Reactant: [O:1]1[CH:5]=[CH:4][C:3]([C:6]2[C:7]([O:23][CH3:24])=[C:8]([C:12]([CH2:15][S:16][C:17]3[CH:22]=[CH:21][CH:20]=[CH:19][CH:18]=3)=[CH:13][CH:14]=2)[C:9]([OH:11])=[O:10])=[CH:2]1.[CH2:25](Br)[C:26]1[CH:31]=[CH:30][CH:29]=[CH:28][CH:27]=1.C(=O)([O-])[O-].[K+].[K+]. Product: [O:1]1[CH:5]=[CH:4][C:3]([C:6]2[C:7]([O:23][CH3:24])=[C:8]([C:12]([CH2:15][S:16][C:17]3[CH:18]=[CH:19][CH:20]=[CH:21][CH:22]=3)=[CH:13][CH:14]=2)[C:9]([O:11][CH2:25][C:26]2[CH:31]=[CH:30][CH:29]=[CH:28][CH:27]=2)=[O:10])=[CH:2]1. The catalyst class is: 1. (2) Reactant: [NH2:1][C:2]1[N:3]=[C:4]([N:10]2[CH2:15][CH2:14][O:13][CH2:12][CH2:11]2)[S:5][C:6]=1[C:7]([NH2:9])=[O:8].[CH:16]1([C:19](Cl)=O)[CH2:18][CH2:17]1. Product: [CH:16]1([C:19]2[NH:1][C:2]3[N:3]=[C:4]([N:10]4[CH2:15][CH2:14][O:13][CH2:12][CH2:11]4)[S:5][C:6]=3[C:7](=[O:8])[N:9]=2)[CH2:18][CH2:17]1. The catalyst class is: 4. (3) Reactant: [C:1]([O:5][C:6]([C:9]([C:12]([O:15][CH:16]([C:18]([C:21]([O:23]C)=[O:22])([F:20])[F:19])[F:17])([F:14])[F:13])([F:11])[F:10])([F:8])[F:7])([F:4])([F:3])[F:2].C(O)C.[OH-].[K+:29]. Product: [C:1]([O:5][C:6]([C:9]([C:12]([O:15][CH:16]([C:18]([C:21]([O:23][K:29])=[O:22])([F:20])[F:19])[F:17])([F:14])[F:13])([F:11])[F:10])([F:8])[F:7])([F:4])([F:3])[F:2]. The catalyst class is: 6. (4) Reactant: C(OC(=O)[CH:5](OCC)[CH2:6][C:7]1[CH:12]=[CH:11][C:10](O)=[C:9]([CH3:14])[CH:8]=1)C.[CH:19]([C:22]1[CH:27]=[CH:26][C:25]([C:28]2[S:29][C:30]([CH3:36])=[C:31]([CH2:33][CH2:34][OH:35])[N:32]=2)=[CH:24][CH:23]=1)([CH3:21])[CH3:20].COC(=O)CC(=O)C(Br)C.C(C1C=CC(C(N)=S)=CC=1)(C)C.C1(P(C2C=CC=CC=2)C2C=CC=CC=2)C=CC=CC=1.N([C:85]([O:87][CH2:88][CH3:89])=[O:86])=N[C:85]([O:87][CH2:88][CH3:89])=[O:86]. Product: [CH2:88]([O:87][C:85](=[O:86])[CH:6]([C:7]1[CH:12]=[CH:11][C:10]([O:35][CH2:34][CH2:33][C:31]2[N:32]=[C:28]([C:25]3[CH:24]=[CH:23][C:22]([CH:19]([CH3:21])[CH3:20])=[CH:27][CH:26]=3)[S:29][C:30]=2[CH3:36])=[C:9]([CH3:14])[CH:8]=1)[CH3:5])[CH3:89]. The catalyst class is: 7. (5) Reactant: [NH2:1][C:2]1[CH:7]=[C:6]([C:8]([OH:18])([CH3:17])[CH2:9][C:10]2[CH:15]=[CH:14][CH:13]=[CH:12][C:11]=2[CH3:16])[CH:5]=[CH:4][N:3]=1.[C:19]([N:27]=C=O)(=[O:26])C1C=CC=CC=1.C(O)C.C(=O)([O-])[O-].[K+].[K+]. Product: [OH:18][C:8]([C:6]1[CH:5]=[CH:4][N:3]=[C:2]([NH:1][C:19]([NH2:27])=[O:26])[CH:7]=1)([CH3:17])[CH2:9][C:10]1[CH:15]=[CH:14][CH:13]=[CH:12][C:11]=1[CH3:16]. The catalyst class is: 2. (6) Reactant: [CH2:1]([C:4]1[CH:9]=[CH:8][C:7]([C:10]2[O:14][N:13]=[C:12]([C:15]3[CH:24]=[CH:23][CH:22]=[C:21]4[C:16]=3[CH:17]=[CH:18][CH:19]=[N:20]4)[N:11]=2)=[CH:6][CH:5]=1)[CH2:2][CH3:3].C1COCC1. Product: [CH2:1]([C:4]1[CH:5]=[CH:6][C:7]([C:10]2[O:14][N:13]=[C:12]([C:15]3[CH:24]=[CH:23][CH:22]=[C:21]4[C:16]=3[CH2:17][CH2:18][CH2:19][NH:20]4)[N:11]=2)=[CH:8][CH:9]=1)[CH2:2][CH3:3]. The catalyst class is: 52. (7) Reactant: [N:1]([CH:4]([O:15][CH2:16][C:17]1[CH:26]=[CH:25][C:20]([C:21]([O:23][CH3:24])=[O:22])=[CH:19][CH:18]=1)[CH2:5][CH2:6][CH2:7][NH:8]C(=O)C(F)(F)F)=[N+:2]=[N-:3].C(=O)([O-])[O-].[K+].[K+]. Product: [NH2:8][CH2:7][CH2:6][CH2:5][CH:4]([N:1]=[N+:2]=[N-:3])[O:15][CH2:16][C:17]1[CH:26]=[CH:25][C:20]([C:21]([O:23][CH3:24])=[O:22])=[CH:19][CH:18]=1. The catalyst class is: 24. (8) Reactant: [CH2:1]([O:8][C:9]1[CH:10]=[C:11]([NH:15][CH2:16][C:17]([O:19][CH2:20][CH3:21])=[O:18])[CH:12]=[CH:13][CH:14]=1)[C:2]1[CH:7]=[CH:6][CH:5]=[CH:4][CH:3]=1.C(=O)([O-])[O-].[K+].[K+].I[CH2:29][CH3:30].O. Product: [CH2:1]([O:8][C:9]1[CH:10]=[C:11]([N:15]([CH2:29][CH3:30])[CH2:16][C:17]([O:19][CH2:20][CH3:21])=[O:18])[CH:12]=[CH:13][CH:14]=1)[C:2]1[CH:3]=[CH:4][CH:5]=[CH:6][CH:7]=1. The catalyst class is: 3.